Predict the product of the given reaction. From a dataset of Forward reaction prediction with 1.9M reactions from USPTO patents (1976-2016). (1) Given the reactants [NH2:1][C:2]1[CH:10]=[CH:9][C:5]([C:6]([OH:8])=[O:7])=[CH:4][CH:3]=1.[Br:11]N1C(=O)CCC1=O.O, predict the reaction product. The product is: [NH2:1][C:2]1[CH:10]=[CH:9][C:5]([C:6]([OH:8])=[O:7])=[CH:4][C:3]=1[Br:11]. (2) The product is: [CH3:57][C:54]1([CH3:58])[C:53]2[CH:52]=[CH:51][CH:50]=[CH:49][C:48]=2[C:47]2[C:55]1=[CH:56][C:44]([N:43]([C:33]1[CH:32]=[C:31]3[C:36]([C:37]4[CH:38]=[CH:39][CH:40]=[CH:41][C:42]=4[C:30]3([CH3:59])[CH3:29])=[CH:35][CH:34]=1)[C:2]1[CH:3]=[C:4]3[C:12]([C:11]4[CH:6]=[CH:7][C:8]([CH:15]=[O:16])=[CH:9][C:10]=4[C:5]43[C:17]3[CH:18]=[CH:19][CH:20]=[CH:21][C:22]=3[C:23]3[C:28]4=[CH:27][CH:26]=[CH:25][CH:24]=3)=[CH:13][CH:14]=1)=[CH:45][CH:46]=2. Given the reactants Br[C:2]1[CH:14]=[CH:13][C:12]2[C:11]3[C:6](=[CH:7][C:8]([CH:15]=[O:16])=[CH:9][CH:10]=3)[C:5]3([C:28]4[CH:27]=[CH:26][CH:25]=[CH:24][C:23]=4[C:22]4[C:17]3=[CH:18][CH:19]=[CH:20][CH:21]=4)[C:4]=2[CH:3]=1.[CH3:29][C:30]1([CH3:59])[C:42]2[CH:41]=[CH:40][CH:39]=[CH:38][C:37]=2[C:36]2[C:31]1=[CH:32][C:33]([NH:43][C:44]1[CH:56]=[C:55]3[C:47]([C:48]4[CH:49]=[CH:50][CH:51]=[CH:52][C:53]=4[C:54]3([CH3:58])[CH3:57])=[CH:46][CH:45]=1)=[CH:34][CH:35]=2.C(P)(C)(C)C.C(=O)([O-])[O-].[Cs+].[Cs+].[Cl-].[NH4+], predict the reaction product.